Task: Predict the reaction yield, written as a fraction of the theoretical maximum amount of product (1.0 means a 100% yield; for example, 0.34 means a 34% yield).. Dataset: Reaction yield outcomes from USPTO patents with 853,638 reactions (1) The reactants are [CH:1]1([N:4]2[CH2:9][CH2:8][C:7](=[O:10])[CH2:6][CH2:5]2)[CH2:3][CH2:2]1.[BH4-].[Na+]. The catalyst is CCO. The product is [CH:1]1([N:4]2[CH2:9][CH2:8][CH:7]([OH:10])[CH2:6][CH2:5]2)[CH2:3][CH2:2]1. The yield is 0.500. (2) The reactants are [F:1][C:2]1[CH:7]=[CH:6][C:5]([C:8]2[O:9][C:10]3[CH:20]=[CH:19][C:18]([C:21]4[CH:26]=[C:25]([C:27](=[O:38])[NH:28][C:29]5([C:32]6[CH:37]=[CH:36][CH:35]=[CH:34][N:33]=6)[CH2:31][CH2:30]5)[CH:24]=[CH:23][C:22]=4[O:39]C)=[CH:17][C:11]=3[C:12]=2[C:13]([NH:15][CH3:16])=[O:14])=[CH:4][CH:3]=1.[B-](Br)(Br)(Br)[S+](C)C. The catalyst is ClCCCl. The product is [F:1][C:2]1[CH:7]=[CH:6][C:5]([C:8]2[O:9][C:10]3[CH:20]=[CH:19][C:18]([C:21]4[CH:26]=[C:25]([C:27](=[O:38])[NH:28][C:29]5([C:32]6[CH:37]=[CH:36][CH:35]=[CH:34][N:33]=6)[CH2:30][CH2:31]5)[CH:24]=[CH:23][C:22]=4[OH:39])=[CH:17][C:11]=3[C:12]=2[C:13]([NH:15][CH3:16])=[O:14])=[CH:4][CH:3]=1. The yield is 0.600. (3) The reactants are C([BH-](CC)CC)C.[Li+].[CH2:9]([C:11]1[N:12]([CH2:16][C:17]2[CH:22]=[CH:21][C:20]([C:23]3[CH:28]=[CH:27][CH:26]=[CH:25][C:24]=3[C:29]3[CH:30]=[N:31][CH:32]=[CH:33][CH:34]=3)=[CH:19][CH:18]=2)[CH:13]=[CH:14][CH:15]=1)[CH3:10].CO. The catalyst is C1COCC1.C(=O)([O-])[O-].[Na+].[Na+]. The product is [CH2:9]([C:11]1[N:12]([CH2:16][C:17]2[CH:22]=[CH:21][C:20]([C:23]3[CH:28]=[CH:27][CH:26]=[CH:25][C:24]=3[CH:29]3[CH2:34][CH2:33][CH2:32][NH:31][CH2:30]3)=[CH:19][CH:18]=2)[CH:13]=[CH:14][CH:15]=1)[CH3:10]. The yield is 0.260. (4) The reactants are [C:1]([C@H:5]1[CH2:22][CH2:21][C@@:20]2([CH3:23])[C:7](=[CH:8][C:9](=[O:25])[C@@H:10]3[C@@H:19]2[CH2:18][CH2:17][C@@:15]2([CH3:16])[C@H:11]3[CH2:12][CH2:13][C:14]2=[O:24])[CH2:6]1)([O:3][CH3:4])=[O:2].[BH4-].[Na+]. The catalyst is ClCCl.CO. The product is [C:1]([C@H:5]1[CH2:22][CH2:21][C@@:20]2([CH3:23])[C:7](=[CH:8][CH:9]([OH:25])[C@@H:10]3[C@@H:19]2[CH2:18][CH2:17][C@@:15]2([CH3:16])[C@H:11]3[CH2:12][CH2:13][C@@H:14]2[OH:24])[CH2:6]1)([O:3][CH3:4])=[O:2]. The yield is 0.700. (5) The reactants are [H-].[Na+].[OH:3][C:4]1[CH:5]=[C:6]2[C:10](=[CH:11][CH:12]=1)[C:9](=[O:13])[NH:8][CH2:7]2.F[C:15]1[CH:20]=[CH:19][C:18]([N+:21]([O-:23])=[O:22])=[CH:17][CH:16]=1.O. The catalyst is CN(C=O)C. The product is [C:9]1(=[O:13])[C:10]2[C:6](=[CH:5][C:4]([O:3][C:15]3[CH:20]=[CH:19][C:18]([N+:21]([O-:23])=[O:22])=[CH:17][CH:16]=3)=[CH:12][CH:11]=2)[CH2:7][NH:8]1. The yield is 0.890. (6) The reactants are [OH-].[Li+].[OH:3][CH:4]([C:10]1[CH:15]=[CH:14][C:13]([N:16]([CH2:20][C:21]#[C:22][CH2:23][CH2:24][CH2:25][C:26]([O:28]C)=[O:27])[C:17](=[O:19])[CH3:18])=[CH:12][CH:11]=1)[CH2:5][CH2:6][CH2:7][CH2:8][CH3:9].C(O)(=O)CC(CC(O)=O)(C(O)=O)O. The catalyst is O.C1COCC1. The product is [OH:3][CH:4]([C:10]1[CH:11]=[CH:12][C:13]([N:16]([CH2:20][C:21]#[C:22][CH2:23][CH2:24][CH2:25][C:26]([OH:28])=[O:27])[C:17](=[O:19])[CH3:18])=[CH:14][CH:15]=1)[CH2:5][CH2:6][CH2:7][CH2:8][CH3:9]. The yield is 0.770. (7) The reactants are C(=O)([O-])[O-].[K+].[K+].[NH2:7][C:8]1[N:9]=[CH:10][C:11]([C:26]2[CH:36]=[CH:35][C:29]([C:30]([N:32]([CH3:34])[CH3:33])=[O:31])=[CH:28][CH:27]=2)=[N:12][C:13]=1[C:14]1[O:15][C:16]([C:19]2[CH:24]=[CH:23][CH:22]=[CH:21][C:20]=2[OH:25])=[N:17][N:18]=1.Br[CH2:38][CH3:39].O. The catalyst is CN(C=O)C. The product is [NH2:7][C:8]1[N:9]=[CH:10][C:11]([C:26]2[CH:36]=[CH:35][C:29]([C:30]([N:32]([CH3:34])[CH3:33])=[O:31])=[CH:28][CH:27]=2)=[N:12][C:13]=1[C:14]1[O:15][C:16]([C:19]2[CH:24]=[CH:23][CH:22]=[CH:21][C:20]=2[O:25][CH2:38][CH3:39])=[N:17][N:18]=1. The yield is 0.730. (8) The reactants are [Cl:1][C:2]1[CH:3]=[C:4]([C:8]2[C:13]([O:14][CH3:15])=[CH:12][CH:11]=[C:10]([CH2:16][C:17]3[CH:18]=[CH:19][C:20]([NH2:23])=[N:21][CH:22]=3)[C:9]=2[F:24])[CH:5]=[CH:6][CH:7]=1.[CH3:25][S:26](Cl)(=[O:28])=[O:27].Cl. The catalyst is N1C=CC=CC=1.O. The product is [Cl:1][C:2]1[CH:3]=[C:4]([C:8]2[C:13]([O:14][CH3:15])=[CH:12][CH:11]=[C:10]([CH2:16][C:17]3[CH:18]=[CH:19][C:20]([NH:23][S:26]([CH3:25])(=[O:28])=[O:27])=[N:21][CH:22]=3)[C:9]=2[F:24])[CH:5]=[CH:6][CH:7]=1. The yield is 0.320.